Dataset: Catalyst prediction with 721,799 reactions and 888 catalyst types from USPTO. Task: Predict which catalyst facilitates the given reaction. (1) Reactant: Cl[C:2]1[N:7]=[C:6]([O:8][CH2:9][C:10]([F:13])([F:12])[F:11])[N:5]=[C:4]([NH:14][C:15]2[CH:27]=[CH:26][C:18]([C:19]([O:21][C:22]([CH3:25])([CH3:24])[CH3:23])=[O:20])=[CH:17][CH:16]=2)[N:3]=1.[Br:28][C:29]1[CH:30]=[C:31]([C:35]2([NH2:38])[CH2:37][CH2:36]2)[CH:32]=[CH:33][CH:34]=1.CCN(C(C)C)C(C)C. Product: [Br:28][C:29]1[CH:30]=[C:31]([C:35]2([NH:38][C:2]3[N:7]=[C:6]([O:8][CH2:9][C:10]([F:13])([F:12])[F:11])[N:5]=[C:4]([NH:14][C:15]4[CH:27]=[CH:26][C:18]([C:19]([O:21][C:22]([CH3:25])([CH3:24])[CH3:23])=[O:20])=[CH:17][CH:16]=4)[N:3]=3)[CH2:36][CH2:37]2)[CH:32]=[CH:33][CH:34]=1. The catalyst class is: 1. (2) Reactant: C([O:8][C:9]([C@H:11]1[CH2:15][CH2:14][CH2:13][N:12]1[C:16](=[O:44])[CH2:17][CH2:18][C:19]1[CH:24]=[CH:23][CH:22]=[C:21]([CH2:25][CH2:26][C:27]([N:29]2[CH2:33][CH2:32][CH2:31][C@@H:30]2[C:34]([O:36]CC2C=CC=CC=2)=[O:35])=[O:28])[N:20]=1)=[O:10])C1C=CC=CC=1. Product: [C:9]([C@H:11]1[CH2:15][CH2:14][CH2:13][N:12]1[C:16](=[O:44])[CH2:17][CH2:18][C:19]1[N:20]=[C:21]([CH2:25][CH2:26][C:27]([N:29]2[CH2:33][CH2:32][CH2:31][C@@H:30]2[C:34]([OH:36])=[O:35])=[O:28])[CH:22]=[CH:23][CH:24]=1)([OH:10])=[O:8]. The catalyst class is: 29. (3) Reactant: [C:1]([C:4]1[N:8]2[CH:9]=[CH:10][C:11]([CH:13]3[CH2:18][CH2:17][N:16]([C:19]([O:21][CH2:22][C:23]4[CH:28]=[CH:27][CH:26]=[CH:25][CH:24]=4)=[O:20])[CH2:15][CH2:14]3)=[CH:12][C:7]2=[N:6][C:5]=1[C:29]1[CH:34]=[CH:33][C:32]([F:35])=[CH:31][CH:30]=1)(=O)[CH3:2].[CH3:36]N(C(OC)OC)C.Cl.[NH2:45][C:46]([NH2:48])=[NH:47].C[O-].[Na+]. Product: [NH2:47][C:46]1[N:48]=[C:1]([C:4]2[N:8]3[CH:9]=[CH:10][C:11]([CH:13]4[CH2:14][CH2:15][N:16]([C:19]([O:21][CH2:22][C:23]5[CH:28]=[CH:27][CH:26]=[CH:25][CH:24]=5)=[O:20])[CH2:17][CH2:18]4)=[CH:12][C:7]3=[N:6][C:5]=2[C:29]2[CH:34]=[CH:33][C:32]([F:35])=[CH:31][CH:30]=2)[CH:2]=[CH:36][N:45]=1. The catalyst class is: 442. (4) Reactant: [CH3:1][O:2][C:3]1[CH:21]=[C:20]([O:22][CH2:23][C:24]2[N:29]=[C:28]([C:30]3(O)[CH2:35][CH2:34][O:33][CH2:32][CH2:31]3)[CH:27]=[CH:26][CH:25]=2)[C:6]2[CH:7]=[C:8]([C:10]3[N:11]=[C:12]4[N:16]([CH:17]=3)[N:15]=[C:14]([O:18][CH3:19])[S:13]4)[O:9][C:5]=2[CH:4]=1.CCN(S(F)(F)[F:43])CC.CCOC(C)=O.CCCCCC. Product: [F:43][C:30]1([C:28]2[N:29]=[C:24]([CH2:23][O:22][C:20]3[C:6]4[CH:7]=[C:8]([C:10]5[N:11]=[C:12]6[N:16]([CH:17]=5)[N:15]=[C:14]([O:18][CH3:19])[S:13]6)[O:9][C:5]=4[CH:4]=[C:3]([O:2][CH3:1])[CH:21]=3)[CH:25]=[CH:26][CH:27]=2)[CH2:35][CH2:34][O:33][CH2:32][CH2:31]1. The catalyst class is: 2. (5) Reactant: [F:1][C:2]1[CH:3]=[CH:4][C:5]2[C:11](=[O:12])[N:10]3[CH2:13][C@H:14]([C:17]([O:19][CH2:20][C:21]([C:23]4[CH:28]=[CH:27][C:26]([F:29])=[CH:25][N:24]=4)=O)=O)[CH2:15][CH2:16][C@H:9]3[CH2:8][CH2:7][C:6]=2[CH:30]=1.C([NH2:34])(=O)C.B(F)(F)F.CCOCC. Product: [F:1][C:2]1[CH:3]=[CH:4][C:5]2[C:11](=[O:12])[N:10]3[CH2:13][C@H:14]([C:17]4[O:19][CH:20]=[C:21]([C:23]5[CH:28]=[CH:27][C:26]([F:29])=[CH:25][N:24]=5)[N:34]=4)[CH2:15][CH2:16][C@H:9]3[CH2:8][CH2:7][C:6]=2[CH:30]=1. The catalyst class is: 857. (6) Product: [Cl:1][C:2]1[N:7]=[C:6]([NH2:8])[C:5]([NH2:11])=[CH:4][CH:3]=1. Reactant: [Cl:1][C:2]1[N:7]=[C:6]([N+:8]([O-])=O)[C:5]([NH2:11])=[CH:4][CH:3]=1. The catalyst class is: 227. (7) Reactant: [N+](C1C=CC(C([O:10][C@@H:11]2[CH2:16][CH2:15][CH2:14][CH2:13][C@@H:12]2[NH:17][C:18]([O:20][C:21]([CH3:24])([CH3:23])[CH3:22])=[O:19])=O)=CC=1)([O-])=O.[Li+].[OH-]. Product: [OH:10][C@@H:11]1[CH2:16][CH2:15][CH2:14][CH2:13][C@@H:12]1[NH:17][C:18](=[O:19])[O:20][C:21]([CH3:23])([CH3:22])[CH3:24]. The catalyst class is: 1. (8) Reactant: [CH3:1][C:2]1[CH:3]=[C:4]([CH2:11][C:12]#[N:13])[CH:5]=[CH:6][C:7]=1[N+:8]([O-])=O. Product: [NH2:8][C:7]1[CH:6]=[CH:5][C:4]([CH2:11][C:12]#[N:13])=[CH:3][C:2]=1[CH3:1]. The catalyst class is: 19. (9) Reactant: C(OC([N:8]1[CH2:12][CH2:11][CH:10]([C:13]2[CH:18]=[CH:17][C:16]([NH:19][C:20]([O:22][CH2:23][CH2:24][C:25]3[CH:30]=[CH:29][C:28]([Cl:31])=[CH:27][CH:26]=3)=[O:21])=[CH:15][CH:14]=2)[CH2:9]1)=O)(C)(C)C.Cl.[OH-].[Na+]. Product: [Cl:31][C:28]1[CH:29]=[CH:30][C:25]([CH2:24][CH2:23][O:22][C:20](=[O:21])[NH:19][C:16]2[CH:17]=[CH:18][C:13]([CH:10]3[CH2:11][CH2:12][NH:8][CH2:9]3)=[CH:14][CH:15]=2)=[CH:26][CH:27]=1. The catalyst class is: 523.